Dataset: NCI-60 drug combinations with 297,098 pairs across 59 cell lines. Task: Regression. Given two drug SMILES strings and cell line genomic features, predict the synergy score measuring deviation from expected non-interaction effect. Drug 1: CN1CCC(CC1)COC2=C(C=C3C(=C2)N=CN=C3NC4=C(C=C(C=C4)Br)F)OC. Drug 2: CCCCCOC(=O)NC1=NC(=O)N(C=C1F)C2C(C(C(O2)C)O)O. Cell line: UACC62. Synergy scores: CSS=0.747, Synergy_ZIP=-2.60, Synergy_Bliss=-3.92, Synergy_Loewe=-14.2, Synergy_HSA=-4.25.